Dataset: Forward reaction prediction with 1.9M reactions from USPTO patents (1976-2016). Task: Predict the product of the given reaction. (1) Given the reactants [OH:1][CH2:2][C:3]1[CH:8]=[C:7]([C:9]([F:12])([F:11])[F:10])[CH:6]=[CH:5][C:4]=1[OH:13].Br[CH2:15][C:16]([O:18][C:19]([CH3:22])([CH3:21])[CH3:20])=[O:17].C(=O)([O-])[O-].[K+].[K+], predict the reaction product. The product is: [OH:1][CH2:2][C:3]1[CH:8]=[C:7]([C:9]([F:11])([F:12])[F:10])[CH:6]=[CH:5][C:4]=1[O:13][CH2:15][C:16]([O:18][C:19]([CH3:22])([CH3:21])[CH3:20])=[O:17]. (2) Given the reactants [C:1]1([CH3:22])[C:2]([S:7]([N:10]([CH2:18][C:19]([OH:21])=O)[C:11]2[CH:16]=[CH:15][C:14]([CH3:17])=[CH:13][CH:12]=2)(=[O:9])=[O:8])=[CH:3][CH:4]=[CH:5][CH:6]=1.[N:23]1[CH:28]=[CH:27][CH:26]=[CH:25][C:24]=1[CH2:29][NH:30][CH2:31][CH2:32][OH:33], predict the reaction product. The product is: [OH:33][CH2:32][CH2:31][N:30]([CH2:29][C:24]1[CH:25]=[CH:26][CH:27]=[CH:28][N:23]=1)[C:19](=[O:21])[CH2:18][N:10]([S:7]([C:2]1[C:1]([CH3:22])=[CH:6][CH:5]=[CH:4][CH:3]=1)(=[O:8])=[O:9])[C:11]1[CH:12]=[CH:13][C:14]([CH3:17])=[CH:15][CH:16]=1. (3) Given the reactants Cl[C:2]([O-:4])=[O:3].C[O:6][C:7]1[CH:12]=[CH:11][N:10]=[CH:9][CH:8]=1.[F:13][C:14]1[CH:19]=[CH:18][C:17]([Mg]Br)=[C:16]([CH3:22])[CH:15]=1.[CH2:23]1[CH2:27]O[CH2:25][CH2:24]1, predict the reaction product. The product is: [F:13][C:14]1[CH:19]=[CH:18][C:17]([C@H:11]2[CH2:12][C:7](=[O:6])[CH:8]=[CH:9][N:10]2[C:2]([O:4][C@@H:23]2[CH2:27][C@H:14]([CH3:19])[CH2:15][CH2:25][C@H:24]2[CH:16]([CH3:22])[CH3:17])=[O:3])=[C:16]([CH3:22])[CH:15]=1. (4) Given the reactants C([O:5][C:6]([C:8]1[C:13]([O:14][CH2:15][C:16]2[CH:21]=[CH:20][CH:19]=[CH:18][CH:17]=2)=[C:12]([OH:22])[N:11]=[C:10]([CH2:23][C:24]2[CH:29]=[CH:28][CH:27]=[CH:26][C:25]=2[C:30]2[CH:35]=[CH:34][CH:33]=[CH:32][C:31]=2[Cl:36])[N:9]=1)=[O:7])(C)(C)C.C(OC1C(C(O)=O)=NC(CC2C=CC=CC=2C2C=CC=CC=2)=NC=1O)C1C=CC=CC=1, predict the reaction product. The product is: [CH2:15]([O:14][C:13]1[C:8]([C:6]([OH:7])=[O:5])=[N:9][C:10]([CH2:23][C:24]2[CH:29]=[CH:28][CH:27]=[CH:26][C:25]=2[C:30]2[CH:35]=[CH:34][CH:33]=[CH:32][C:31]=2[Cl:36])=[N:11][C:12]=1[OH:22])[C:16]1[CH:21]=[CH:20][CH:19]=[CH:18][CH:17]=1. (5) Given the reactants C(OC(=O)[C@H](O)C)(C)(C)C.S(OS(C(F)(F)F)(=O)=O)(C(F)(F)F)(=O)=O.N1C(C)=CC=CC=1C.Cl.[CH2:35]([O:42][C:43](=[O:61])[C@@H:44](N)[CH2:45][C:46]1[CH:51]=[CH:50][C:49]([C:52]2[CH:57]=[C:56]([Cl:58])[CH:55]=[CH:54][C:53]=2[Cl:59])=[CH:48][CH:47]=1)[C:36]1[CH:41]=[CH:40][CH:39]=[CH:38][CH:37]=1.C(N(CC)CC)C.[F:69][C:70]([F:85])([F:84])[S:71]([O:74][C@H:75]([CH3:83])[C:76]([O:78][C:79]([CH3:82])([CH3:81])[CH3:80])=[O:77])(=[O:73])=[O:72], predict the reaction product. The product is: [F:84][C:70]([F:69])([F:85])[S:71]([O:74][C@H:75]([CH3:83])[C:76]([O:78][C:79]([CH3:80])([CH3:81])[CH3:82])=[O:77])(=[O:72])=[O:73].[CH2:35]([O:42][C:43](=[O:61])[CH2:44][CH2:45][C:46]1[CH:51]=[CH:50][C:49]([C:52]2[CH:57]=[C:56]([Cl:58])[CH:55]=[CH:54][C:53]=2[Cl:59])=[CH:48][CH:47]=1)[C:36]1[CH:41]=[CH:40][CH:39]=[CH:38][CH:37]=1. (6) Given the reactants [Cl:1][C:2]1[CH:9]=[C:8]([N:10]2[C:14](=[O:15])[CH:13]=[C:12]([OH:16])[CH:11]2[CH2:17][CH:18]2[CH2:20][CH2:19]2)[CH:7]=[CH:6][C:3]=1[C:4]#[N:5].C(O)(=O)C.[BH4-].[Na+].O, predict the reaction product. The product is: [Cl:1][C:2]1[CH:9]=[C:8]([N:10]2[C:14](=[O:15])[CH2:13][C@H:12]([OH:16])[C@@H:11]2[CH2:17][CH:18]2[CH2:20][CH2:19]2)[CH:7]=[CH:6][C:3]=1[C:4]#[N:5]. (7) Given the reactants Cl[C:2]1[CH:11]=[CH:10][C:9]2[C:4](=[CH:5][CH:6]=[C:7]([N+:12]([O-])=O)[CH:8]=2)[N:3]=1.[F:15][C:16]1[CH:24]=[C:23]2[C:19]([CH2:20][CH2:21][CH:22]2[NH2:25])=[CH:18][CH:17]=1, predict the reaction product. The product is: [F:15][C:16]1[CH:24]=[C:23]2[C:19]([CH2:20][CH2:21][CH:22]2[NH:25][C:2]2[CH:11]=[CH:10][C:9]3[C:4](=[CH:5][CH:6]=[C:7]([NH2:12])[CH:8]=3)[N:3]=2)=[CH:18][CH:17]=1.